Dataset: Full USPTO retrosynthesis dataset with 1.9M reactions from patents (1976-2016). Task: Predict the reactants needed to synthesize the given product. Given the product [CH3:12][CH:13]1[NH:14][CH2:15][CH2:16][N:17]([C:2]2[C:7]([C:8]([F:11])([F:10])[F:9])=[CH:6][CH:5]=[CH:4][N:3]=2)[CH2:18]1, predict the reactants needed to synthesize it. The reactants are: Cl[C:2]1[C:7]([C:8]([F:11])([F:10])[F:9])=[CH:6][CH:5]=[CH:4][N:3]=1.[CH3:12][C@@H:13]1[CH2:18][NH:17][CH2:16][CH2:15][NH:14]1.C([O-])([O-])=O.[K+].[K+].